This data is from Full USPTO retrosynthesis dataset with 1.9M reactions from patents (1976-2016). The task is: Predict the reactants needed to synthesize the given product. (1) Given the product [F:51][C:48]1[CH:49]=[CH:50][C:45]([NH:44][C:42](=[O:43])/[CH:41]=[CH:40]/[C@:23]23[CH2:35][C:34](=[O:36])[C:33]([CH:37]([CH3:38])[CH3:39])=[C:24]2[C@@H:25]2[C@@:20]([CH3:52])([CH2:21][CH2:22]3)[C@@:19]3([CH3:53])[C@@H:28]([C@:29]4([CH3:32])[C@@H:16]([CH2:17][CH2:18]3)[C:15]([CH3:54])([CH3:55])[C@@H:14]([O:13][C:11](=[O:12])[CH2:10][C:2]([CH3:1])([CH3:56])[C:3]([OH:5])=[O:4])[CH2:31][CH2:30]4)[CH2:27][CH2:26]2)=[CH:46][CH:47]=1, predict the reactants needed to synthesize it. The reactants are: [CH3:1][C:2]([CH3:56])([CH2:10][C:11]([O:13][C@H:14]1[CH2:31][CH2:30][C@@:29]2([CH3:32])[C@@H:16]([CH2:17][CH2:18][C@:19]3([CH3:53])[C@@H:28]2[CH2:27][CH2:26][C@H:25]2[C@@:20]3([CH3:52])[CH2:21][CH2:22][C@@:23]3(/[CH:40]=[CH:41]/[C:42]([NH:44][C:45]4[CH:50]=[CH:49][C:48]([F:51])=[CH:47][CH:46]=4)=[O:43])[CH2:35][C:34](=[O:36])[C:33]([CH:37]([CH3:39])[CH3:38])=[C:24]32)[C:15]1([CH3:55])[CH3:54])=[O:12])[C:3]([O:5]C(C)(C)C)=[O:4].C(O)(C(F)(F)F)=O.CCCCCC. (2) Given the product [CH3:1][C:2]1[C:7]([O:8][CH2:9][CH2:10][C:11]([F:14])([F:12])[F:13])=[CH:6][N:5]=[C:4]([CH2:15][NH2:16])[CH:3]=1, predict the reactants needed to synthesize it. The reactants are: [CH3:1][C:2]1[C:7]([O:8][CH2:9][CH2:10][C:11]([F:14])([F:13])[F:12])=[CH:6][N:5]=[C:4]([CH2:15][N:16]2C(=O)C3C(=CC=CC=3)C2=O)[CH:3]=1.CCCCCCCCCCCCN. (3) Given the product [CH:2]12[C:12](=[O:13])[CH:7]([CH:8]=[CH:9]1)[CH:6]=[CH:5][CH:4]=[CH:3]2, predict the reactants needed to synthesize it. The reactants are: [Li].[CH:2]1[CH:9]=[CH:8][CH:7]=[CH:6][CH:5]=[CH:4][CH:3]=1.CN(C)[C:12](Cl)=[O:13].FC1C=CC(CN2C(=O)C(C3NC4C=CC(NS(C)(=O)=O)=CC=4S(=O)(=O)N=3)=C(O)[C@H]3[C@@H]2C2C4C5C3C3C(C45)C23)=CC=1.S(=O)(=O)(O)O. (4) Given the product [C:30]([C:27]1[CH:26]=[C:22]([C:23]([N:65]2[CH2:64][C:63]3([CH2:70][CH2:69][N:68]([CH3:71])[CH2:67][CH2:66]3)[S:62][CH:61]2[CH3:60])=[O:24])[CH:21]=[C:20]([C:16]([CH3:19])([CH3:17])[CH3:18])[C:28]=1[OH:29])([CH3:31])([CH3:33])[CH3:32], predict the reactants needed to synthesize it. The reactants are: C1(N=C=NC2CCCCC2)CCCCC1.[C:16]([C:20]1[CH:21]=[C:22]([CH:26]=[C:27]([C:30]([CH3:33])([CH3:32])[CH3:31])[C:28]=1[OH:29])[C:23](O)=[O:24])([CH3:19])([CH3:18])[CH3:17].C(NC1CCCCC1)(NC1CCCCC1)=O.ON1C2C=CC=CC=2N=N1.[CH3:60][CH:61]1[NH:65][CH2:64][C:63]2([CH2:70][CH2:69][N:68]([CH3:71])[CH2:67][CH2:66]2)[S:62]1. (5) Given the product [NH2:1][C:2]1[C:7]2=[CH:8][CH:9]=[C:10]([CH:11]3[CH2:12][CH2:13][CH2:14][CH2:15][N:16]3[C:17]([O:19][C:31]([CH3:34])([CH3:33])[CH3:32])=[O:18])[N:6]2[N:5]=[CH:4][N:3]=1, predict the reactants needed to synthesize it. The reactants are: [NH2:1][C:2]1[C:7]2=[CH:8][CH:9]=[C:10]([C:11]3[N:16]([C:17]([O:19]CC4C=CC=CC=4)=[O:18])[CH2:15][CH2:14][CH2:13][CH:12]=3)[N:6]2[N:5]=[CH:4][N:3]=1.[OH-].[Na+].C(=O)(O[C:31]([CH3:34])([CH3:33])[CH3:32])O[C:31]([CH3:34])([CH3:33])[CH3:32]. (6) The reactants are: Br[C:2]1[CH:3]=[C:4]([O:8][CH3:9])[CH:5]=[N:6][CH:7]=1.[OH-].[NH4+:11]. Given the product [CH3:9][O:8][C:4]1[CH:3]=[C:2]([NH2:11])[CH:7]=[N:6][CH:5]=1, predict the reactants needed to synthesize it.